Dataset: Catalyst prediction with 721,799 reactions and 888 catalyst types from USPTO. Task: Predict which catalyst facilitates the given reaction. (1) Reactant: [CH:1]([C:4]1[N:5]=[C:6]([C:12]2[CH:17]=[CH:16][C:15]([C:18]([F:21])([F:20])[F:19])=[CH:14][CH:13]=2)[S:7][C:8]=1[C:9](O)=[O:10])([CH3:3])[CH3:2].[CH3:22][O:23][C:24](=[O:35])[CH2:25][CH2:26][C:27]1[CH:32]=[CH:31][C:30]([NH2:33])=[CH:29][C:28]=1[CH3:34].CCN=C=NCCCN(C)C. Product: [CH3:22][O:23][C:24](=[O:35])[CH2:25][CH2:26][C:27]1[CH:32]=[CH:31][C:30]([NH:33][C:9]([C:8]2[S:7][C:6]([C:12]3[CH:13]=[CH:14][C:15]([C:18]([F:21])([F:19])[F:20])=[CH:16][CH:17]=3)=[N:5][C:4]=2[CH:1]([CH3:3])[CH3:2])=[O:10])=[CH:29][C:28]=1[CH3:34]. The catalyst class is: 79. (2) Reactant: [Cl:1][C:2]1[N:10]=[C:9]2[C:5]([NH:6][CH:7]=[N:8]2)=[C:4]([NH2:11])[N:3]=1.[F:12][C@@H:13]1[C@H:17]([OH:18])[C@@H:16]([CH2:19][OH:20])[O:15][C@@:14]1(C1O[C@H](CO)[C@@H](O)[C@@H]1O)N1C=CC(=O)NC1=O. Product: [CH:7]1[N:8]([C@@H:14]2[O:15][C@H:16]([CH2:19][OH:20])[C@@H:17]([OH:18])[C@@H:13]2[F:12])[C:9]2[C:5](=[C:4]([NH2:11])[N:3]=[C:2]([Cl:1])[N:10]=2)[N:6]=1. The catalyst class is: 1.